The task is: Predict the reaction yield, written as a fraction of the theoretical maximum amount of product (1.0 means a 100% yield; for example, 0.34 means a 34% yield).. This data is from Reaction yield outcomes from USPTO patents with 853,638 reactions. (1) The reactants are Cl[C:2]1[C:11]2[C:6](=[CH:7][C:8]([O:14][CH3:15])=[C:9]([O:12][CH3:13])[CH:10]=2)[N:5]=[CH:4][CH:3]=1.[CH3:16][C:17]1[CH:22]=[CH:21][C:20]([C:23]([CH3:25])=[O:24])=[C:19]([OH:26])[CH:18]=1. The catalyst is CN(C)C1C=CN=CC=1.ClC1C=CC=CC=1Cl. The product is [CH3:13][O:12][C:9]1[CH:10]=[C:11]2[C:6](=[CH:7][C:8]=1[O:14][CH3:15])[N:5]=[CH:4][CH:3]=[C:2]2[O:26][C:19]1[CH:18]=[C:17]([CH3:16])[CH:22]=[CH:21][C:20]=1[C:23](=[O:24])[CH3:25]. The yield is 0.0600. (2) The reactants are Cl[C:2]1[N:6]([CH3:7])[N:5]=[CH:4][C:3]=1[N+:8]([O-:10])=[O:9].[CH3:11][NH:12][CH:13]1[CH2:18][CH2:17][N:16]([C:19]([O:21][C:22]([CH3:25])([CH3:24])[CH3:23])=[O:20])[CH2:15][CH2:14]1. No catalyst specified. The product is [CH3:11][N:12]([C:2]1[N:6]([CH3:7])[N:5]=[CH:4][C:3]=1[N+:8]([O-:10])=[O:9])[CH:13]1[CH2:18][CH2:17][N:16]([C:19]([O:21][C:22]([CH3:25])([CH3:24])[CH3:23])=[O:20])[CH2:15][CH2:14]1. The yield is 0.360. (3) The reactants are C([Li])CCC.O1CCCC1.[F:11][C:12]1[CH:19]=[CH:18][C:15]([CH2:16][OH:17])=[CH:14][CH:13]=1.[Cl:20][C:21]1[N:26]=[C:25](Cl)[CH:24]=[CH:23][N:22]=1. The catalyst is O. The product is [Cl:20][C:21]1[N:26]=[C:25]([O:17][CH2:16][C:15]2[CH:18]=[CH:19][C:12]([F:11])=[CH:13][CH:14]=2)[CH:24]=[CH:23][N:22]=1. The yield is 0.680. (4) The reactants are CI.[Br:3][C:4]1[C:5]([NH:24][S:25]([CH3:28])(=[O:27])=[O:26])=[CH:6][C:7]2[O:11][C:10]([C:12]3[CH:17]=[CH:16][C:15]([F:18])=[CH:14][CH:13]=3)=[C:9]([C:19]([O:21][CH3:22])=[O:20])[C:8]=2[CH:23]=1.[C:29]([O-])([O-])=O.[K+].[K+]. The catalyst is CN(C=O)C. The product is [Br:3][C:4]1[C:5]([N:24]([CH3:29])[S:25]([CH3:28])(=[O:26])=[O:27])=[CH:6][C:7]2[O:11][C:10]([C:12]3[CH:13]=[CH:14][C:15]([F:18])=[CH:16][CH:17]=3)=[C:9]([C:19]([O:21][CH3:22])=[O:20])[C:8]=2[CH:23]=1. The yield is 0.930. (5) The reactants are [C:1](Cl)(=[O:3])[CH3:2].N1C=CC=CC=1.[C:11]([O:15][C:16]([N:18]1[CH2:24][CH2:23][CH2:22][CH:21]([NH:25][CH2:26][C:27]2[CH:32]=[C:31]([C:33]([F:36])([F:35])[F:34])[CH:30]=[C:29]([C:37]([F:40])([F:39])[F:38])[CH:28]=2)[C:20]2[CH:41]=[C:42]([C:45]([F:48])([F:47])[F:46])[CH:43]=[CH:44][C:19]1=2)=[O:17])([CH3:14])([CH3:13])[CH3:12]. The catalyst is ClCCl. The product is [C:11]([O:15][C:16]([N:18]1[CH2:24][CH2:23][CH2:22][CH:21]([N:25]([C:1](=[O:3])[CH3:2])[CH2:26][C:27]2[CH:28]=[C:29]([C:37]([F:40])([F:38])[F:39])[CH:30]=[C:31]([C:33]([F:36])([F:34])[F:35])[CH:32]=2)[C:20]2[CH:41]=[C:42]([C:45]([F:48])([F:46])[F:47])[CH:43]=[CH:44][C:19]1=2)=[O:17])([CH3:14])([CH3:12])[CH3:13]. The yield is 0.830.